This data is from NCI-60 drug combinations with 297,098 pairs across 59 cell lines. The task is: Regression. Given two drug SMILES strings and cell line genomic features, predict the synergy score measuring deviation from expected non-interaction effect. (1) Drug 1: CC1C(C(CC(O1)OC2CC(OC(C2O)C)OC3=CC4=CC5=C(C(=O)C(C(C5)C(C(=O)C(C(C)O)O)OC)OC6CC(C(C(O6)C)O)OC7CC(C(C(O7)C)O)OC8CC(C(C(O8)C)O)(C)O)C(=C4C(=C3C)O)O)O)O. Drug 2: CCN(CC)CCCC(C)NC1=C2C=C(C=CC2=NC3=C1C=CC(=C3)Cl)OC. Cell line: T-47D. Synergy scores: CSS=44.3, Synergy_ZIP=0.647, Synergy_Bliss=3.66, Synergy_Loewe=-0.238, Synergy_HSA=1.67. (2) Cell line: SK-MEL-28. Drug 1: CC1=C(C=C(C=C1)NC2=NC=CC(=N2)N(C)C3=CC4=NN(C(=C4C=C3)C)C)S(=O)(=O)N.Cl. Synergy scores: CSS=-4.67, Synergy_ZIP=1.75, Synergy_Bliss=-1.09, Synergy_Loewe=-3.41, Synergy_HSA=-4.31. Drug 2: CC(C)CN1C=NC2=C1C3=CC=CC=C3N=C2N. (3) Drug 1: CCCS(=O)(=O)NC1=C(C(=C(C=C1)F)C(=O)C2=CNC3=C2C=C(C=N3)C4=CC=C(C=C4)Cl)F. Drug 2: C1CC(=O)NC(=O)C1N2C(=O)C3=CC=CC=C3C2=O. Cell line: LOX IMVI. Synergy scores: CSS=42.6, Synergy_ZIP=11.6, Synergy_Bliss=12.4, Synergy_Loewe=-3.53, Synergy_HSA=11.8. (4) Drug 1: C1CCC(C1)C(CC#N)N2C=C(C=N2)C3=C4C=CNC4=NC=N3. Drug 2: CN(C)C1=NC(=NC(=N1)N(C)C)N(C)C. Cell line: SF-295. Synergy scores: CSS=-3.95, Synergy_ZIP=-2.29, Synergy_Bliss=-7.71, Synergy_Loewe=-6.31, Synergy_HSA=-6.58. (5) Drug 1: CC1=C(C=C(C=C1)C(=O)NC2=CC(=CC(=C2)C(F)(F)F)N3C=C(N=C3)C)NC4=NC=CC(=N4)C5=CN=CC=C5. Drug 2: C1=CC=C(C(=C1)C(C2=CC=C(C=C2)Cl)C(Cl)Cl)Cl. Cell line: MOLT-4. Synergy scores: CSS=-1.24, Synergy_ZIP=4.17, Synergy_Bliss=7.35, Synergy_Loewe=4.34, Synergy_HSA=1.57.